From a dataset of NCI-60 drug combinations with 297,098 pairs across 59 cell lines. Regression. Given two drug SMILES strings and cell line genomic features, predict the synergy score measuring deviation from expected non-interaction effect. (1) Drug 1: CN(C)C1=NC(=NC(=N1)N(C)C)N(C)C. Drug 2: C1C(C(OC1N2C=NC3=C2NC=NCC3O)CO)O. Cell line: MCF7. Synergy scores: CSS=-5.23, Synergy_ZIP=-0.153, Synergy_Bliss=-4.07, Synergy_Loewe=-8.93, Synergy_HSA=-7.35. (2) Drug 1: CCC1=CC2CC(C3=C(CN(C2)C1)C4=CC=CC=C4N3)(C5=C(C=C6C(=C5)C78CCN9C7C(C=CC9)(C(C(C8N6C)(C(=O)OC)O)OC(=O)C)CC)OC)C(=O)OC.C(C(C(=O)O)O)(C(=O)O)O. Drug 2: CCCCC(=O)OCC(=O)C1(CC(C2=C(C1)C(=C3C(=C2O)C(=O)C4=C(C3=O)C=CC=C4OC)O)OC5CC(C(C(O5)C)O)NC(=O)C(F)(F)F)O. Cell line: HCT-15. Synergy scores: CSS=9.51, Synergy_ZIP=-3.81, Synergy_Bliss=-0.548, Synergy_Loewe=-0.266, Synergy_HSA=-0.351. (3) Drug 1: CN1C2=C(C=C(C=C2)N(CCCl)CCCl)N=C1CCCC(=O)O.Cl. Drug 2: C(CCl)NC(=O)N(CCCl)N=O. Cell line: A549. Synergy scores: CSS=8.44, Synergy_ZIP=-1.63, Synergy_Bliss=1.93, Synergy_Loewe=2.32, Synergy_HSA=3.18. (4) Drug 1: CN1CCC(CC1)COC2=C(C=C3C(=C2)N=CN=C3NC4=C(C=C(C=C4)Br)F)OC. Drug 2: CC1=C(C(CCC1)(C)C)C=CC(=CC=CC(=CC(=O)O)C)C. Cell line: SK-MEL-2. Synergy scores: CSS=-2.79, Synergy_ZIP=2.41, Synergy_Bliss=3.23, Synergy_Loewe=0.334, Synergy_HSA=0.719.